From a dataset of Forward reaction prediction with 1.9M reactions from USPTO patents (1976-2016). Predict the product of the given reaction. Given the reactants C(OC(=O)[NH:7][CH2:8][C:9]1[CH:14]=[CH:13][C:12]([C:15](=[O:23])[NH:16][C:17]2[CH:22]=[CH:21][N:20]=[CH:19][CH:18]=2)=[CH:11][CH:10]=1)(C)(C)C.C(O)(=O)C.CCOCC.O, predict the reaction product. The product is: [NH2:7][CH2:8][C:9]1[CH:10]=[CH:11][C:12]([C:15]([NH:16][C:17]2[CH:18]=[CH:19][N:20]=[CH:21][CH:22]=2)=[O:23])=[CH:13][CH:14]=1.